From a dataset of Full USPTO retrosynthesis dataset with 1.9M reactions from patents (1976-2016). Predict the reactants needed to synthesize the given product. (1) Given the product [Br:1][C:2]1[CH:7]=[CH:6][C:5]([CH:8]([C:13]2[C:14]([C:28]3[CH:33]=[CH:32][CH:31]=[CH:30][N:29]=3)=[N:15][N:16]([CH2:26][CH3:27])[C:17]=2[NH:18][C:19](=[O:20])[O:21][C:22]([CH3:25])([CH3:23])[CH3:24])[CH2:9][CH2:10][OH:11])=[CH:4][CH:3]=1, predict the reactants needed to synthesize it. The reactants are: [Br:1][C:2]1[CH:7]=[CH:6][C:5]([CH:8]([C:13]2[C:14]([C:28]3[CH:33]=[CH:32][CH:31]=[CH:30][N:29]=3)=[N:15][N:16]([CH2:26][CH3:27])[C:17]=2[NH:18][C:19]([O:21][C:22]([CH3:25])([CH3:24])[CH3:23])=[O:20])[CH2:9][C:10](O)=[O:11])=[CH:4][CH:3]=1.BrC1C=CC(C=O)=CC=1.C(N1C(N)=CC(C2C=CC=CN=2)=N1)C.[H-].[H-].[H-].[H-].[Li+].[Al+3].O.O.O.O.O.O.O.O.O.O.S([O-])([O-])(=O)=O.[Na+].[Na+]. (2) Given the product [CH3:9][O:8][C:7]1[C:2]2[N:3]([CH:11]=[C:12]([C:13]([F:16])([F:15])[F:14])[N:1]=2)[CH:4]=[CH:5][CH:6]=1, predict the reactants needed to synthesize it. The reactants are: [NH2:1][C:2]1[C:7]([O:8][CH3:9])=[CH:6][CH:5]=[CH:4][N:3]=1.Br[CH2:11][C:12](=O)[C:13]([F:16])([F:15])[F:14].C(=O)([O-])O.[Na+]. (3) Given the product [C:8]([O:12][C:13]([NH:15][CH2:16][C@H:17]1[CH2:22][CH2:21][C@H:20]([C:23]([NH:25][C@H:26]([C:73]([NH:50][C:51]2[CH:52]=[CH:53][C:54]([C:57]3[NH:61][N:60]=[C:59]([C:62]([F:70])([F:69])[C:63]([F:68])([F:67])[C:64]([OH:66])=[O:65])[N:58]=3)=[CH:55][CH:56]=2)=[O:74])[CH2:27][C:28]2[CH:7]=[CH:5][CH:31]=[C:30]([C:34]3[CH:35]=[N:36][C:37]([O:40][CH2:41][CH2:42][CH2:43][N:44]([CH3:46])[CH3:45])=[CH:38][CH:39]=3)[CH:29]=2)=[O:24])[CH2:19][CH2:18]1)=[O:14])([CH3:9])([CH3:11])[CH3:78], predict the reactants needed to synthesize it. The reactants are: C(N[CH:5]([CH3:7])C)(C)C.[C:8]([O:12][C:13]([NH:15][CH2:16][C@H:17]1[CH2:22][CH2:21][C@H:20]([C:23]([NH:25][C@H:26](C(O)=O)[CH2:27][C:28]2C=C[CH:31]=[C:30]([C:34]3[CH:35]=[N:36][C:37]([O:40][CH2:41][CH2:42][CH2:43][N:44]([CH3:46])[CH3:45])=[CH:38][CH:39]=3)[CH:29]=2)=[O:24])[CH2:19][CH2:18]1)=[O:14])([CH3:11])(C)[CH3:9].[NH2:50][C:51]1[CH:56]=[CH:55][C:54]([C:57]2[NH:61][N:60]=[C:59]([C:62]([F:70])([F:69])[C:63]([F:68])([F:67])[C:64]([OH:66])=[O:65])[N:58]=2)=[CH:53][CH:52]=1.FC(F)(F)[C:73](O)=[O:74].[CH3:78]N(C(ON1N=NC2C=CC=NC1=2)=[N+](C)C)C.F[P-](F)(F)(F)(F)F. (4) Given the product [CH3:5][C:6]([C:7]1[N:9]=[C:15]([OH:14])[CH:16]=[C:17]([C:18]([F:21])([F:20])[F:19])[N:8]=1)([CH3:11])[CH3:10], predict the reactants needed to synthesize it. The reactants are: C[O-].[Na+].Cl.[CH3:5][C:6]([CH3:11])([CH3:10])[C:7]([NH2:9])=[NH:8].C([O:14][C:15](=O)[CH2:16][C:17](=O)[C:18]([F:21])([F:20])[F:19])C. (5) Given the product [Cl:12][C:5]1[C:6]([NH:8][CH:9]2[CH2:11][CH2:10]2)=[N:7][C:2]([NH:21][C:20]2[CH:22]=[CH:23][CH:24]=[C:18]([CH:15]([S:14][CH3:13])[CH2:16][CH3:17])[CH:19]=2)=[N:3][CH:4]=1, predict the reactants needed to synthesize it. The reactants are: Cl[C:2]1[N:7]=[C:6]([NH:8][CH:9]2[CH2:11][CH2:10]2)[C:5]([Cl:12])=[CH:4][N:3]=1.[CH3:13][S:14][CH:15]([C:18]1[CH:19]=[C:20]([CH:22]=[CH:23][CH:24]=1)[NH2:21])[CH2:16][CH3:17].C1(C)C=CC(S(O)(=O)=O)=CC=1. (6) Given the product [N:20]1[CH:25]=[CH:24][CH:23]=[C:22]([C:2]2[S:10][C:9]3[CH2:8][CH2:7][O:6][CH:5]([CH2:11][NH:12][C:13](=[O:19])[O:14][C:15]([CH3:18])([CH3:17])[CH3:16])[C:4]=3[CH:3]=2)[CH:21]=1, predict the reactants needed to synthesize it. The reactants are: Br[C:2]1[S:10][C:9]2[CH2:8][CH2:7][O:6][CH:5]([CH2:11][NH:12][C:13](=[O:19])[O:14][C:15]([CH3:18])([CH3:17])[CH3:16])[C:4]=2[CH:3]=1.[N:20]1[CH:25]=[CH:24][CH:23]=[C:22](B(O)O)[CH:21]=1.C1C=CC(P(C2C=CC=CC=2)C2C=CC=CC=2)=CC=1. (7) Given the product [CH2:20]([O:27][C:28]1[CH:29]=[C:30]2[C:35](=[CH:36][C:37]=1[O:38][CH3:39])[CH:34](/[CH:2]=[CH:3]/[C:4]1[CH:9]=[C:8]([O:10][CH3:11])[C:7]([O:12][CH3:13])=[CH:6][C:5]=1[F:14])[NH:33][CH2:32][CH2:31]2)[C:21]1[CH:26]=[CH:25][CH:24]=[CH:23][CH:22]=1, predict the reactants needed to synthesize it. The reactants are: Br/[CH:2]=[CH:3]/[C:4]1[CH:9]=[C:8]([O:10][CH3:11])[C:7]([O:12][CH3:13])=[CH:6][C:5]=1[F:14].C([Li])(C)(C)C.[CH2:20]([O:27][C:28]1[CH:29]=[C:30]2[C:35](=[CH:36][C:37]=1[O:38][CH3:39])[CH:34]=[N:33][CH2:32][CH2:31]2)[C:21]1[CH:26]=[CH:25][CH:24]=[CH:23][CH:22]=1.C[Si](Cl)(C)C.